From a dataset of Human liver microsome stability data. Regression/Classification. Given a drug SMILES string, predict its absorption, distribution, metabolism, or excretion properties. Task type varies by dataset: regression for continuous measurements (e.g., permeability, clearance, half-life) or binary classification for categorical outcomes (e.g., BBB penetration, CYP inhibition). Dataset: hlm. (1) The drug is CCCOC(=O)N1CCN(C(=O)c2ccc3c(Cl)cc(-c4ccc(C5(N)CC5)cc4)nc3c2)C[C@H]1C. The result is 0 (unstable in human liver microsomes). (2) The molecule is CCc1nc(N)nc(N)c1-c1ccc2c(c1)N(CCOCC(F)(F)F)C(=O)C(C)(c1cc(F)cc(F)c1)O2. The result is 1 (stable in human liver microsomes). (3) The compound is O=C(C=Cc1cc(Cl)ccc1-n1cnnn1)N[C@H]1CC=CCCC(=O)Nc2ccc(C(=O)O)cc2-c2c[nH]c1n2. The result is 0 (unstable in human liver microsomes). (4) The result is 0 (unstable in human liver microsomes). The drug is CC1(NC(=O)COc2cccc(-c3nc4c(c(Nc5ccc(-c6cn[nH]c6)cc5)n3)CN(C3CCC3)CC4)c2)CC1. (5) The molecule is O=C(CCN1CCCCC1)Nc1cc(-c2ccco2)c2oc(-c3ccco3)nc2c1. The result is 0 (unstable in human liver microsomes).